Dataset: Forward reaction prediction with 1.9M reactions from USPTO patents (1976-2016). Task: Predict the product of the given reaction. (1) The product is: [OH:35][CH2:34][C@@H:7]1[C@:8]([C@H:12]2[CH2:29][CH2:28][C@@:27]3([CH3:30])[C@@H:14]([CH2:15][C@H:16]4[C@@H:26]3[C@H:25]([CH3:31])[C@@:18]3([CH2:23][CH2:22][C@@H:21]([CH3:24])[CH2:20][O:19]3)[O:17]4)[C@@H:13]2[CH2:32][OH:33])([CH3:11])[CH2:9][CH2:10][C@H:5]([OH:4])[CH2:6]1. Given the reactants C([O:4][C@H:5]1[CH2:10][CH2:9][C@@:8]([C@H:12]2[CH2:29][CH2:28][C@@:27]3([CH3:30])[C@@H:14]([CH2:15][C@H:16]4[C@@H:26]3[C@H:25]([CH3:31])[C@@:18]3([CH2:23][CH2:22][C@@H:21]([CH3:24])[CH2:20][O:19]3)[O:17]4)[C@@H:13]2[CH2:32][OH:33])([CH3:11])[C@@H:7]([CH2:34][OH:35])[CH2:6]1)(=O)C.[OH-].[Na+].CC(O)=O, predict the reaction product. (2) Given the reactants [NH2:1][C:2]1[C:6]2[CH:7]=[N:8][C:9]([NH:11][C:12]([NH:14][C@@H:15]([C:17]3[CH:22]=[CH:21][CH:20]=[CH:19][CH:18]=3)[CH3:16])=[O:13])=[CH:10][C:5]=2[N:4]([C:23]([C:36]2[CH:41]=[CH:40][CH:39]=[CH:38][CH:37]=2)([C:30]2[CH:35]=[CH:34][CH:33]=[CH:32][CH:31]=2)[C:24]2[CH:29]=[CH:28][CH:27]=[CH:26][CH:25]=2)[N:3]=1.[CH2:42]([N:44]=[C:45]=[O:46])[CH3:43].CCN(C(C)C)C(C)C.[N-]=C=O.C(O)C(N)(CO)CO, predict the reaction product. The product is: [CH2:42]([NH:44][C:45](=[O:46])[NH:1][C:2]1[C:6]2[CH:7]=[N:8][C:9]([NH:11][C:12]([NH:14][C@@H:15]([C:17]3[CH:22]=[CH:21][CH:20]=[CH:19][CH:18]=3)[CH3:16])=[O:13])=[CH:10][C:5]=2[N:4]([C:23]([C:24]2[CH:25]=[CH:26][CH:27]=[CH:28][CH:29]=2)([C:36]2[CH:41]=[CH:40][CH:39]=[CH:38][CH:37]=2)[C:30]2[CH:31]=[CH:32][CH:33]=[CH:34][CH:35]=2)[N:3]=1)[CH3:43].